From a dataset of Full USPTO retrosynthesis dataset with 1.9M reactions from patents (1976-2016). Predict the reactants needed to synthesize the given product. (1) Given the product [F:41][C:2]([F:1])([F:40])[C:3]1[CH:4]=[C:5]([CH:13]([C:35]2[N:36]=[N:37][N:38]([CH2:54][CH2:55][N:56]([CH3:60])[CH3:57])[N:39]=2)[N:14]2[C:23]3[C:18](=[CH:19][CH:20]=[C:21]([C:24]([F:25])([F:26])[F:27])[CH:22]=3)[N:17]([C:28]([O:30][CH2:31][CH3:32])=[O:29])[CH:16]([CH2:33][CH3:34])[CH2:15]2)[CH:6]=[C:7]([C:9]([F:12])([F:11])[F:10])[CH:8]=1, predict the reactants needed to synthesize it. The reactants are: [F:1][C:2]([F:41])([F:40])[C:3]1[CH:4]=[C:5]([CH:13]([C:35]2[N:36]=[N:37][NH:38][N:39]=2)[N:14]2[C:23]3[C:18](=[CH:19][CH:20]=[C:21]([C:24]([F:27])([F:26])[F:25])[CH:22]=3)[N:17]([C:28]([O:30][CH2:31][CH3:32])=[O:29])[CH:16]([CH2:33][CH3:34])[CH2:15]2)[CH:6]=[C:7]([C:9]([F:12])([F:11])[F:10])[CH:8]=1.C(C1CNC2C(=CC=CC=2)N1)C.[CH3:54][CH2:55][N:56]([CH:60](C)C)[CH:57](C)C.ClCCN(C)C. (2) Given the product [O:1]1[C:5]2=[CH:6][C:7]3[CH:8]=[C:9]([C:13]([OH:15])=[O:14])[NH:10][C:11]=3[CH:12]=[C:4]2[O:3][CH2:2]1, predict the reactants needed to synthesize it. The reactants are: [O:1]1[C:5]2=[CH:6][C:7]3[CH:8]=[C:9]([C:13]([O:15]CC)=[O:14])[NH:10][C:11]=3[CH:12]=[C:4]2[O:3][CH2:2]1.O[Li].O. (3) Given the product [CH3:13][C:14]1[CH:19]=[C:18]([CH3:20])[CH:17]=[CH:16][C:15]=1[C:2]1[S:6][N:5]=[C:4]([C:7]([F:10])([F:9])[F:8])[C:3]=1[CH2:11][OH:12], predict the reactants needed to synthesize it. The reactants are: Br[C:2]1[S:6][N:5]=[C:4]([C:7]([F:10])([F:9])[F:8])[C:3]=1[CH2:11][OH:12].[CH3:13][C:14]1[CH:19]=[C:18]([CH3:20])[CH:17]=[CH:16][C:15]=1B(O)O.[O-]P([O-])([O-])=O.[K+].[K+].[K+]. (4) Given the product [OH2:24].[ClH:53].[C:17]([N:25]1[CH2:30][CH2:29][CH2:28][C:27]([CH2:31][CH2:32][CH2:33][N:11]2[CH2:10][CH2:9][C:8]([CH2:1][C:2]3[CH:7]=[CH:6][CH:5]=[CH:4][CH:3]=3)([C:14]#[N:15])[CH2:13][CH2:12]2)([C:47]2[CH:52]=[CH:51][C:50]([Cl:53])=[C:49]([Cl:54])[CH:48]=2)[CH2:26]1)(=[O:24])[C:18]1[CH:19]=[CH:20][CH:21]=[CH:22][CH:23]=1, predict the reactants needed to synthesize it. The reactants are: [CH2:1]([C:8]1([C:14]#[N:15])[CH2:13][CH2:12][NH:11][CH2:10][CH2:9]1)[C:2]1[CH:7]=[CH:6][CH:5]=[CH:4][CH:3]=1.Cl.[C:17]([N:25]1[CH2:30][CH2:29][CH2:28][C:27]([C:47]2[CH:52]=[CH:51][C:50]([Cl:53])=[C:49]([Cl:54])[CH:48]=2)([CH2:31][CH2:32][CH2:33]N2CCC(C(N3CCCC3)=O)CC2)[CH2:26]1)(=[O:24])[C:18]1[CH:23]=[CH:22][CH:21]=[CH:20][CH:19]=1.C([O-])([O-])=O.[K+].[K+].Cl. (5) Given the product [NH2:1][CH2:2][C:3]1[CH:4]=[C:5]([NH:12][C:13](=[O:16])[O:14][CH3:15])[CH:6]=[C:7]([CH:9]([CH3:11])[CH3:10])[CH:8]=1, predict the reactants needed to synthesize it. The reactants are: [NH2:1][CH2:2][C:3]1[CH:4]=[C:5]([NH:12][C:13](=[O:16])[O:14][CH3:15])[CH:6]=[C:7]([C:9]([CH3:11])=[CH2:10])[CH:8]=1. (6) Given the product [N:29]1[CH:30]=[CH:31][CH:32]=[C:27]([C:26]([N:1]2[CH2:6][CH2:5][CH:4]([CH2:7][CH:8]([N:10]3[CH2:15][CH2:14][CH:13]([N:16]4[C:20]5[CH:21]=[CH:22][CH:23]=[CH:24][C:19]=5[NH:18][C:17]4=[O:25])[CH2:12][CH2:11]3)[CH3:9])[CH2:3][CH2:2]2)=[O:33])[CH:28]=1, predict the reactants needed to synthesize it. The reactants are: [NH:1]1[CH2:6][CH2:5][CH:4]([CH2:7][CH:8]([N:10]2[CH2:15][CH2:14][CH:13]([N:16]3[C:20]4[CH:21]=[CH:22][CH:23]=[CH:24][C:19]=4[NH:18][C:17]3=[O:25])[CH2:12][CH2:11]2)[CH3:9])[CH2:3][CH2:2]1.[C:26](O)(=[O:33])[C:27]1[CH:32]=[CH:31][CH:30]=[N:29][CH:28]=1.Cl.C(N=C=NCCCN(C)C)C.ON1C2C=CC=CC=2N=N1. (7) The reactants are: [NH3:1].C[O:3][C:4]([C@@H:6]1[O:10][C:9](=[O:11])[N:8]([C:12]2[CH:13]=[C:14]3[C:18](=[CH:19][CH:20]=2)[N:17]([CH:21]2[CH2:23][CH2:22]2)[C:16](=[O:24])[CH2:15]3)[CH2:7]1)=O. Given the product [CH:21]1([N:17]2[C:18]3[C:14](=[CH:13][C:12]([N:8]4[CH2:7][C@H:6]([C:4]([NH2:1])=[O:3])[O:10][C:9]4=[O:11])=[CH:20][CH:19]=3)[CH2:15][C:16]2=[O:24])[CH2:22][CH2:23]1, predict the reactants needed to synthesize it. (8) Given the product [OH:9][CH:6]1[C@@H:5]([CH2:10][C:11]([O:13][CH2:14][CH3:15])=[O:12])[CH2:4][C@H:3]2[CH2:8][C@@H:7]1[C:2]2([CH3:1])[CH3:16], predict the reactants needed to synthesize it. The reactants are: [CH3:1][C:2]1([CH3:16])[C@H:7]2[CH2:8][C@@H:3]1[CH2:4][C@H:5]([CH2:10][C:11]([O:13][CH2:14][CH3:15])=[O:12])[C:6]2=[O:9].[BH4-].[Na+]. (9) Given the product [C:7](=[N:20][C:21]1([CH2:3][C:2]#[CH:1])[CH2:26][CH2:25][CH2:24][N:23]([CH2:27][O:28][CH2:29][CH2:30][Si:31]([CH3:32])([CH3:34])[CH3:33])[C:22]1=[O:35])([C:8]1[CH:9]=[CH:10][CH:11]=[CH:12][CH:13]=1)[C:14]1[CH:19]=[CH:18][CH:17]=[CH:16][CH:15]=1, predict the reactants needed to synthesize it. The reactants are: [CH3:1][C:2]([O-])(C)[CH3:3].[K+].[C:7](=[N:20][CH:21]1[CH2:26][CH2:25][CH2:24][N:23]([CH2:27][O:28][CH2:29][CH2:30][Si:31]([CH3:34])([CH3:33])[CH3:32])[C:22]1=[O:35])([C:14]1[CH:19]=[CH:18][CH:17]=[CH:16][CH:15]=1)[C:8]1[CH:13]=[CH:12][CH:11]=[CH:10][CH:9]=1.C(Br)C#C.C1(C)C=CC=CC=1.